From a dataset of Reaction yield outcomes from USPTO patents with 853,638 reactions. Predict the reaction yield, written as a fraction of the theoretical maximum amount of product (1.0 means a 100% yield; for example, 0.34 means a 34% yield). (1) The reactants are [Br:1][C:2]1[C:3](Cl)=[CH:4][C:5]([NH:8][C:9](=[O:14])[C:10]([CH3:13])([CH3:12])[CH3:11])=[N:6][CH:7]=1.[NH2:16][CH:17]1[CH2:22][CH2:21][N:20]([C:23](OCC2C=CC=CC=2)=O)[CH2:19][CH2:18]1.C(N(CC)CC)C. The catalyst is CN1C(=O)CCC1.CO. The product is [Br:1][C:2]1[C:3]([NH:16][CH:17]2[CH2:22][CH2:21][N:20]([CH3:23])[CH2:19][CH2:18]2)=[CH:4][C:5]([NH:8][C:9](=[O:14])[C:10]([CH3:13])([CH3:12])[CH3:11])=[N:6][CH:7]=1. The yield is 0.300. (2) The reactants are [Cl:1][C:2]1[CH:7]=[C:6](Cl)[CH:5]=[CH:4][N:3]=1.[F:9][C:10]1[CH:11]=[C:12]([OH:17])[CH:13]=[CH:14][C:15]=1[NH2:16]. No catalyst specified. The product is [Cl:1][C:2]1[CH:7]=[C:6]([O:17][C:12]2[CH:13]=[CH:14][C:15]([NH2:16])=[C:10]([F:9])[CH:11]=2)[CH:5]=[CH:4][N:3]=1. The yield is 0.860. (3) The reactants are [Cl:1][C:2]1[C:3]([O:12][C:13]2[CH:18]=[C:17]([O:19][CH2:20][CH2:21][O:22][CH3:23])[CH:16]=[CH:15][C:14]=2[CH2:24][CH2:25][CH2:26][NH2:27])=[N:4][CH:5]=[C:6]([C:8]([F:11])([F:10])[F:9])[CH:7]=1.N1C=CC=CC=1.[Cl:34][C:35]1[CH:40]=[CH:39][C:38]([S:41](Cl)(=[O:43])=[O:42])=[CH:37][CH:36]=1.Cl. The catalyst is C(OCC)(=O)C. The product is [Cl:34][C:35]1[CH:40]=[CH:39][C:38]([S:41]([NH:27][CH2:26][CH2:25][CH2:24][C:14]2[CH:15]=[CH:16][C:17]([O:19][CH2:20][CH2:21][O:22][CH3:23])=[CH:18][C:13]=2[O:12][C:3]2[C:2]([Cl:1])=[CH:7][C:6]([C:8]([F:9])([F:11])[F:10])=[CH:5][N:4]=2)(=[O:43])=[O:42])=[CH:37][CH:36]=1. The yield is 0.430. (4) The reactants are Br[CH2:2][C:3]1[N:7]([CH3:8])[N:6]([C:9]2[CH:14]=[CH:13][CH:12]=[CH:11][CH:10]=2)[C:5](=[O:15])[C:4]=1[C:16]([O:18][CH3:19])=[O:17].[NH:20]1[CH2:24][CH2:23][CH2:22][CH2:21]1. The catalyst is ClCCl. The product is [CH3:8][N:7]1[C:3]([CH2:2][N:20]2[CH2:24][CH2:23][CH2:22][CH2:21]2)=[C:4]([C:16]([O:18][CH3:19])=[O:17])[C:5](=[O:15])[N:6]1[C:9]1[CH:14]=[CH:13][CH:12]=[CH:11][CH:10]=1. The yield is 0.670. (5) The reactants are Cl[C:2]1[C:7]([C:8]#[C:9][C:10]2[CH:11]=[N:12][C:13]([NH2:16])=[CH:14][CH:15]=2)=[C:6]([CH3:17])[N:5]=[CH:4][N:3]=1.[C:18]([O:22][C:23]([N:25]1[CH2:30][CH2:29][NH:28][CH2:27][CH2:26]1)=[O:24])([CH3:21])([CH3:20])[CH3:19].CCN(C(C)C)C(C)C. The catalyst is O1CCOCC1. The product is [C:18]([O:22][C:23]([N:25]1[CH2:30][CH2:29][N:28]([C:2]2[C:7]([C:8]#[C:9][C:10]3[CH:11]=[N:12][C:13]([NH2:16])=[CH:14][CH:15]=3)=[C:6]([CH3:17])[N:5]=[CH:4][N:3]=2)[CH2:27][CH2:26]1)=[O:24])([CH3:21])([CH3:19])[CH3:20]. The yield is 0.940. (6) The yield is 0.710. The catalyst is CC(C)=O. The reactants are [Br:1][C:2]1[CH:3]=[CH:4][C:5]([Cl:25])=[C:6]([CH:8]([C:10]2[CH:11]=[N:12][C:13]([NH:16][C:17]3[CH:22]=[CH:21][C:20]([F:23])=[CH:19][C:18]=3[F:24])=[CH:14][CH:15]=2)[OH:9])[CH:7]=1.CC(C)=O.OS(O)(=O)=O.O=[Cr](=O)=O. The product is [Br:1][C:2]1[CH:3]=[CH:4][C:5]([Cl:25])=[C:6]([C:8]([C:10]2[CH:11]=[N:12][C:13]([NH:16][C:17]3[CH:22]=[CH:21][C:20]([F:23])=[CH:19][C:18]=3[F:24])=[CH:14][CH:15]=2)=[O:9])[CH:7]=1.